This data is from Full USPTO retrosynthesis dataset with 1.9M reactions from patents (1976-2016). The task is: Predict the reactants needed to synthesize the given product. (1) The reactants are: [NH2:1][CH:2]1[C:11]2[N:10]=[CH:9][CH:8]=[CH:7][C:6]=2[CH2:5][CH2:4][CH2:3]1.[N:12]1[CH:17]=[CH:16][CH:15]=[CH:14][C:13]=1[C:18]([NH:20][CH2:21][C:22]1[CH:33]=[CH:32][C:25]([CH2:26]OS(C)(=O)=O)=[CH:24][CH:23]=1)=[O:19]. Given the product [N:10]1[C:11]2[CH:2]([NH:1][CH2:26][C:25]3[CH:24]=[CH:23][C:22]([CH2:21][NH:20][C:18]([C:13]4[CH:14]=[CH:15][CH:16]=[CH:17][N:12]=4)=[O:19])=[CH:33][CH:32]=3)[CH2:3][CH2:4][CH2:5][C:6]=2[CH:7]=[CH:8][CH:9]=1, predict the reactants needed to synthesize it. (2) Given the product [N:12]1[CH:13]=[CH:14][CH:15]=[N:16][C:11]=1[NH:10][C:7]1[CH:8]=[CH:9][C:4]([NH2:1])=[CH:5][CH:6]=1, predict the reactants needed to synthesize it. The reactants are: [N+:1]([C:4]1[CH:9]=[CH:8][C:7]([NH:10][C:11]2[N:16]=[CH:15][CH:14]=[CH:13][N:12]=2)=[CH:6][CH:5]=1)([O-])=O. (3) Given the product [CH3:1][C:2]1[CH:3]=[CH:4][C:5]2[O:10][CH:9]([C:11]3[CH:16]=[CH:15][CH:14]=[CH:13][CH:12]=3)[C:8](=[O:17])[N:7]([CH2:18][CH2:19][C:20]([OH:29])=[O:21])[C:6]=2[CH:22]=1, predict the reactants needed to synthesize it. The reactants are: [CH3:1][C:2]1[CH:3]=[CH:4][C:5]2[O:10][CH:9]([C:11]3[CH:16]=[CH:15][CH:14]=[CH:13][CH:12]=3)[C:8](=[O:17])[N:7]([CH2:18][CH2:19][CH:20]=[O:21])[C:6]=2[CH:22]=1.CC(=CC)C.P([O-])(O)(O)=[O:29].[Na+].Cl([O-])=O.[Na+]. (4) Given the product [CH3:6][C:7]1[C:15]([CH3:16])=[C:14]([O:17][CH3:18])[CH:13]=[C:12]2[C:8]=1[CH:9]=[C:10]([C:19]([O:21][CH2:33][C:34]1[CH:39]=[CH:38][CH:37]=[CH:36][CH:35]=1)=[O:20])[NH:11]2, predict the reactants needed to synthesize it. The reactants are: CN(C)C=O.[CH3:6][C:7]1[C:15]([CH3:16])=[C:14]([O:17][CH3:18])[CH:13]=[C:12]2[C:8]=1[CH:9]=[C:10]([C:19]([OH:21])=[O:20])[NH:11]2.N12CCCN=C1CCCCC2.[CH2:33](Br)[C:34]1[CH:39]=[CH:38][CH:37]=[CH:36][CH:35]=1. (5) Given the product [CH3:12][O:13][CH2:14][CH2:15][N:16]1[CH2:21][CH2:20][CH:19]([O:1][C:2]2[CH:3]=[C:4]3[C:8](=[CH:9][CH:10]=2)[NH:7][C:6](=[O:11])[CH2:5]3)[CH2:18][CH2:17]1, predict the reactants needed to synthesize it. The reactants are: [OH:1][C:2]1[CH:3]=[C:4]2[C:8](=[CH:9][CH:10]=1)[NH:7][C:6](=[O:11])[CH2:5]2.[CH3:12][O:13][CH2:14][CH2:15][N:16]1[CH2:21][CH2:20][CH:19](O)[CH2:18][CH2:17]1.C1(P(C2C=CC=CC=2)C2C=CC=CC=2)C=CC=CC=1.N(C(OCC)=O)=NC(OCC)=O.